This data is from Full USPTO retrosynthesis dataset with 1.9M reactions from patents (1976-2016). The task is: Predict the reactants needed to synthesize the given product. (1) Given the product [F:1][C:2]1[C:10]([F:11])=[CH:9][CH:8]=[C:7]([O:12][CH2:13][C:14]([CH3:16])=[CH2:15])[C:3]=1[C:4]([O:6][CH2:20][C:19]([CH3:21])=[CH2:18])=[O:5], predict the reactants needed to synthesize it. The reactants are: [F:1][C:2]1[C:10]([F:11])=[CH:9][CH:8]=[C:7]([O:12][CH2:13][C:14]([CH3:16])=[CH2:15])[C:3]=1[C:4]([OH:6])=[O:5].Cl[CH2:18][C:19]([CH3:21])=[CH2:20].C(=O)([O-])[O-].[K+].[K+]. (2) Given the product [CH3:42][O:41][C:39]([C@@:34]1([NH:33][C:10]([C@@H:9]2[CH2:13][C@@H:14]([O:16][C:17]3[CH:22]=[CH:21][N:20]=[C:19]4[CH:29]=[CH:30][SH:31]([C:63]5[CH:62]=[CH:67][CH:66]=[CH:65][N:64]=5)[C:18]=34)[CH2:15][N:8]2[C:6]([O:5][C:1]([CH3:3])([CH3:2])[CH3:4])=[O:7])=[O:12])[CH2:36][C@H:35]1[CH:37]=[CH2:38])=[O:40], predict the reactants needed to synthesize it. The reactants are: [C:1]([O:5][C:6]([N:8]1[CH2:15][C@H:14]([O:16][C:17]2[CH:22]=[C:21](C3C=CC=CN=3)[N:20]=[C:19]3[CH:29]=[CH:30][S:31][C:18]=23)[CH2:13][C@H:9]1[C:10]([OH:12])=O)=[O:7])([CH3:4])([CH3:3])[CH3:2].Cl.[NH2:33][C@:34]1([C:39]([O:41][CH3:42])=[O:40])[CH2:36][C@H:35]1[CH:37]=[CH2:38].C(N(C(C)C)CC)(C)C.F[P-](F)(F)(F)(F)F.N1(OC(N(C)C)=[N+](C)C)[C:63]2[N:64]=[CH:65][CH:66]=[CH:67][C:62]=2N=N1. (3) Given the product [CH2:13]([C:12]1[C:7]([CH2:6][CH2:5][CH2:4][CH2:3][C:2]([F:1])=[C:16]([F:18])[F:17])=[C:8]([OH:9])[N:21]2[N:22]=[CH:23][N:24]=[C:20]2[N:19]=1)[CH3:14], predict the reactants needed to synthesize it. The reactants are: [F:1][C:2](=[C:16]([F:18])[F:17])[CH2:3][CH2:4][CH2:5][CH2:6][CH:7]([C:12](=O)[CH2:13][CH3:14])[C:8](OC)=[O:9].[NH2:19][C:20]1[N:24]=[CH:23][NH:22][N:21]=1. (4) The reactants are: [Br:1][C:2]1[N:3]=[C:4]([CH:12]2[CH2:20][CH2:19][CH:18]3[N:14]([C:15](=[O:23])[C:16]([CH3:22])([CH3:21])[CH2:17]3)[CH2:13]2)[N:5]2[CH:10]=[CH:9][N:8]=[C:7](Cl)[C:6]=12.[NH3:24]. Given the product [NH2:24][C:7]1[C:6]2[N:5]([C:4]([CH:12]3[CH2:20][CH2:19][CH:18]4[N:14]([C:15](=[O:23])[C:16]([CH3:22])([CH3:21])[CH2:17]4)[CH2:13]3)=[N:3][C:2]=2[Br:1])[CH:10]=[CH:9][N:8]=1, predict the reactants needed to synthesize it. (5) Given the product [Cl:1][C:2]1[CH:3]=[C:4]([CH2:14][N:15]2[C:19]([CH3:20])=[CH:18][C:17]([C:21]([NH:30][CH:27]3[CH2:28][CH2:29][O:24][CH2:25][CH2:26]3)=[O:22])=[N:16]2)[C:5]2[O:9][C:8]([CH:10]([CH3:12])[CH3:11])=[CH:7][C:6]=2[CH:13]=1, predict the reactants needed to synthesize it. The reactants are: [Cl:1][C:2]1[CH:3]=[C:4]([CH2:14][N:15]2[C:19]([CH3:20])=[CH:18][C:17]([C:21](Cl)=[O:22])=[N:16]2)[C:5]2[O:9][C:8]([CH:10]([CH3:12])[CH3:11])=[CH:7][C:6]=2[CH:13]=1.[O:24]1[CH2:29][CH2:28][CH:27]([NH2:30])[CH2:26][CH2:25]1.C(N(CC)CC)C. (6) Given the product [Cl:1][C:2]1[CH:3]=[C:4]([C:8]#[C:9][C:10]2[CH2:14][C:13]3([C:22]4[C:17](=[CH:18][CH:19]=[CH:20][CH:21]=4)[C:16](=[N:26][O:25][CH3:24])[CH2:15]3)[O:12][N:11]=2)[CH:5]=[CH:6][CH:7]=1, predict the reactants needed to synthesize it. The reactants are: [Cl:1][C:2]1[CH:3]=[C:4]([C:8]#[C:9][C:10]2[CH2:14][C:13]3([C:22]4[C:17](=[CH:18][CH:19]=[CH:20][CH:21]=4)[C:16](=O)[CH2:15]3)[O:12][N:11]=2)[CH:5]=[CH:6][CH:7]=1.[CH3:24][O:25][NH2:26].Cl.